This data is from Forward reaction prediction with 1.9M reactions from USPTO patents (1976-2016). The task is: Predict the product of the given reaction. Given the reactants [CH2:1]([O:8][C:9]([N:11]1[CH2:16][CH2:15][CH:14]([C:17](=O)[CH2:18][C:19]([C:21]2[CH:26]=[CH:25][C:24]([CH3:27])=[CH:23][CH:22]=2)=O)[CH2:13][CH2:12]1)=[O:10])[C:2]1[CH:7]=[CH:6][CH:5]=[CH:4][CH:3]=1.Cl.[CH3:30][O:31][C:32]1[CH:37]=[CH:36][C:35]([NH:38][NH2:39])=[CH:34][CH:33]=1.C(N(CC)CC)C.O, predict the reaction product. The product is: [CH2:1]([O:8][C:9]([N:11]1[CH2:16][CH2:15][CH:14]([C:17]2[CH:18]=[C:19]([C:21]3[CH:26]=[CH:25][C:24]([CH3:27])=[CH:23][CH:22]=3)[N:38]([C:35]3[CH:36]=[CH:37][C:32]([O:31][CH3:30])=[CH:33][CH:34]=3)[N:39]=2)[CH2:13][CH2:12]1)=[O:10])[C:2]1[CH:7]=[CH:6][CH:5]=[CH:4][CH:3]=1.